Dataset: Human liver microsome stability data. Task: Regression/Classification. Given a drug SMILES string, predict its absorption, distribution, metabolism, or excretion properties. Task type varies by dataset: regression for continuous measurements (e.g., permeability, clearance, half-life) or binary classification for categorical outcomes (e.g., BBB penetration, CYP inhibition). Dataset: hlm. (1) The molecule is COc1cccc(CNC(=O)c2cc3ccc(-c4ccnc(N)n4)cc3[nH]2)c1. The result is 1 (stable in human liver microsomes). (2) The drug is O=S(=O)(NCc1ccc(-c2ccc(F)cc2F)cn1)c1cc2cc(Br)ccc2[nH]1. The result is 0 (unstable in human liver microsomes). (3) The drug is COc1cc(F)c2c(O)c3ccc(Oc4ccc(OC(F)(F)F)cc4)cc3nc2c1. The result is 0 (unstable in human liver microsomes). (4) The drug is CO[C@@H]1COCC[C@@H]1N[C@@H]1CC[C@@](C(=O)N2C[C@@H]3C[C@H]2CN3C(=O)c2ccccc2)(C(C)C)C1. The result is 0 (unstable in human liver microsomes). (5) The molecule is COc1ccc2[nH]cc(C3CCN(CCCCN4C(=O)CC(c5c[nH]c6ccc(OC)cc56)C4=O)CC3)c2c1. The result is 1 (stable in human liver microsomes). (6) The compound is CCc1n[nH]c(CC)c1Oc1cc(C#N)cc(C#N)c1. The result is 0 (unstable in human liver microsomes). (7) The molecule is OCC1(N2CCN(C3CCc4ccc(OCc5noc(-c6ccc(Cl)cc6)n5)cc43)CC2)CCCC1. The result is 1 (stable in human liver microsomes). (8) The compound is O=C(Nc1ccc2c(c1)NC(=O)C(CCO)O2)C1CCN(c2cc(F)c(F)c(F)c2)CC1. The result is 0 (unstable in human liver microsomes). (9) The molecule is CC[C@H]1OC(=O)[C@H](C)[C@@H](O[C@H]2C[C@@](C)(OC)[C@@H](O)[C@H](C)O2)[C@H](C)[C@@H](O[C@@H]2O[C@H](C)C[C@H](N(C)C)[C@H]2O)[C@](C)(O)C[C@@H](C)CN(CCCNC(=S)NCc2ccccc2)[C@H](C)[C@@H](O)[C@]1(C)O. The result is 0 (unstable in human liver microsomes). (10) The compound is Cn1c(-c2ccccn2)c(C2CCCCC2)c2ccc(C(=O)N[C@]3(C(=O)Nc4ccc(C=CC(=O)O)cc4)CCNC3)cc21. The result is 0 (unstable in human liver microsomes).